Dataset: Reaction yield outcomes from USPTO patents with 853,638 reactions. Task: Predict the reaction yield, written as a fraction of the theoretical maximum amount of product (1.0 means a 100% yield; for example, 0.34 means a 34% yield). (1) The reactants are [CH3:1][O:2][C:3](=O)[C:4]([CH3:9])([CH3:8])[CH2:5][O:6]C.[C:11](#[N:13])[CH3:12].[H-].[Na+].Cl. The catalyst is C1(C)C=CC=CC=1. The product is [CH3:1][O:2][CH2:3][C:4]([CH3:9])([CH3:8])[C:5](=[O:6])[CH2:12][C:11]#[N:13]. The yield is 0.910. (2) The reactants are [CH2:1]([O:8][C:9]1[CH:14]=[CH:13][C:12]([C:15](=[O:31])[CH2:16][C:17]2[CH:29]=[CH:28][CH:27]=[C:26]([Cl:30])[C:18]=2[C:19](N(CC)CC)=[O:20])=[CH:11][CH:10]=1)[C:2]1[CH:7]=[CH:6][CH:5]=[CH:4][CH:3]=1. The catalyst is C(O)(=O)CC.C(OCC)(=O)C. The product is [CH2:1]([O:8][C:9]1[CH:10]=[CH:11][C:12]([C:15]2[O:31][C:19](=[O:20])[C:18]3[C:17]([CH:16]=2)=[CH:29][CH:28]=[CH:27][C:26]=3[Cl:30])=[CH:13][CH:14]=1)[C:2]1[CH:3]=[CH:4][CH:5]=[CH:6][CH:7]=1. The yield is 0.730.